From a dataset of Forward reaction prediction with 1.9M reactions from USPTO patents (1976-2016). Predict the product of the given reaction. (1) Given the reactants [NH:1]1[CH:5]=[C:4]([C:6]2[CH:11]=[CH:10][CH:9]=[CH:8][N:7]=2)[N:3]=[CH:2]1.Br[C:13]1[CH:14]=[C:15]([CH:23]=[C:24]([F:26])[CH:25]=1)[O:16][C:17]1[CH:18]=[N:19][CH:20]=[CH:21][CH:22]=1.CC(C)([O-])C.[Na+].N1C2C(=CC=C3C=2N=CC=C3)C=CC=1, predict the reaction product. The product is: [F:26][C:24]1[CH:25]=[C:13]([N:1]2[CH:5]=[C:4]([C:6]3[CH:11]=[CH:10][CH:9]=[CH:8][N:7]=3)[N:3]=[CH:2]2)[CH:14]=[C:15]([O:16][C:17]2[CH:18]=[N:19][CH:20]=[CH:21][CH:22]=2)[CH:23]=1. (2) Given the reactants [NH2:1][CH2:2][CH:3]1[N:8]([CH2:9][CH2:10][O:11][CH2:12][CH2:13][OH:14])[CH2:7][CH2:6][N:5]([C:15]([O:17][C:18]([CH3:21])([CH3:20])[CH3:19])=[O:16])[CH2:4]1.C(N(CC)CC)C.[F:29][C:30]([F:41])([F:40])[C:31](O[C:31](=[O:32])[C:30]([F:41])([F:40])[F:29])=[O:32], predict the reaction product. The product is: [OH:14][CH2:13][CH2:12][O:11][CH2:10][CH2:9][N:8]1[CH2:7][CH2:6][N:5]([C:15]([O:17][C:18]([CH3:21])([CH3:20])[CH3:19])=[O:16])[CH2:4][CH:3]1[CH2:2][NH:1][C:31](=[O:32])[C:30]([F:41])([F:40])[F:29]. (3) The product is: [CH2:16]([O:15][C:7]([C:8]1([C:9]([O:11][CH2:12][CH3:13])=[O:10])[CH2:5][CH:4]1[CH:3]=[CH2:2])=[O:14])[CH3:17]. Given the reactants Br[CH2:2]/[CH:3]=[CH:4]/[CH2:5]Br.[C:7]([O:15][CH2:16][CH3:17])(=[O:14])[CH2:8][C:9]([O:11][CH2:12][CH3:13])=[O:10].[OH-].[K+].[Cl-].C(C([NH3+])(C(=O)CCCCCCC)C(=O)CCCCCCC)(=O)CCCCCCC, predict the reaction product. (4) Given the reactants Cl[C:2](OC1C=CC=CC=1)=[O:3].[NH2:11][C:12]1[C:20]([CH3:21])=[CH:19][C:18]([Cl:22])=[CH:17][C:13]=1[C:14]([OH:16])=[O:15], predict the reaction product. The product is: [Cl:22][C:18]1[CH:19]=[C:20]([CH3:21])[C:12]2[NH:11][C:2](=[O:3])[O:15][C:14](=[O:16])[C:13]=2[CH:17]=1. (5) Given the reactants [OH:1][C:2]1[CH:10]=[CH:9][C:8]([C:11]2[N:12]([C:27]([O:29][C:30]([CH3:33])([CH3:32])[CH3:31])=[O:28])[C:13]3[C:18]([CH:19]=2)=[CH:17][C:16]([CH2:20][N:21]2[CH2:26][CH2:25][CH2:24][CH2:23][CH2:22]2)=[CH:15][CH:14]=3)=[C:7]2[C:3]=1[CH2:4][NH:5][C:6]2=[O:34].C(N(CC)CC)C.[Cl:42][C:43]1[CH:48]=[CH:47][C:46]([S:49](Cl)(=[O:51])=[O:50])=[CH:45][CH:44]=1, predict the reaction product. The product is: [Cl:42][C:43]1[CH:48]=[CH:47][C:46]([S:49]([O:1][C:2]2[CH:10]=[CH:9][C:8]([C:11]3[N:12]([C:27]([O:29][C:30]([CH3:31])([CH3:33])[CH3:32])=[O:28])[C:13]4[C:18]([CH:19]=3)=[CH:17][C:16]([CH2:20][N:21]3[CH2:26][CH2:25][CH2:24][CH2:23][CH2:22]3)=[CH:15][CH:14]=4)=[C:7]3[C:3]=2[CH2:4][NH:5][C:6]3=[O:34])(=[O:51])=[O:50])=[CH:45][CH:44]=1. (6) Given the reactants C([O:3][C:4]([C:6]1[CH:7]=[N:8][N:9]([CH:12]2[CH2:17][CH2:16][CH2:15][CH2:14][CH2:13]2)[C:10]=1[Cl:11])=[O:5])C.[OH-].[Li+].O, predict the reaction product. The product is: [Cl:11][C:10]1[N:9]([CH:12]2[CH2:17][CH2:16][CH2:15][CH2:14][CH2:13]2)[N:8]=[CH:7][C:6]=1[C:4]([OH:5])=[O:3]. (7) Given the reactants [CH2:1]([S:3][C:4]1[CH:11]=[CH:10][C:7]([CH:8]=[O:9])=[CH:6][CH:5]=1)[CH3:2].C1C=C(Cl)C=C(C(OO)=[O:20])C=1.[OH-:23].[Na+], predict the reaction product. The product is: [CH2:1]([S:3]([C:4]1[CH:11]=[CH:10][C:7]([CH:8]=[O:9])=[CH:6][CH:5]=1)(=[O:20])=[O:23])[CH3:2]. (8) Given the reactants [F:1][C:2]1[CH:3]=[C:4]([CH:30]=[CH:31][CH:32]=1)[CH2:5][N:6]1[C:14]2[C:9](=[CH:10][C:11]([NH:15][C:16]3[C:21]4=[C:22]([CH2:25]OC(=O)C)[CH:23]=[CH:24][N:20]4[N:19]=[CH:18][N:17]=3)=[CH:12][CH:13]=2)[CH:8]=[N:7]1.C(OC(=O)[NH:39][C:40]([CH3:44])([CH3:43])[CH2:41][OH:42])(C)(C)C.CCN(C(C)C)C(C)C, predict the reaction product. The product is: [NH2:39][C:40]([CH3:43])([CH3:44])[CH2:41][O:42][CH2:25][C:22]1[CH:23]=[CH:24][N:20]2[C:21]=1[C:16]([NH:15][C:11]1[CH:10]=[C:9]3[C:14](=[CH:13][CH:12]=1)[N:6]([CH2:5][C:4]1[CH:30]=[CH:31][CH:32]=[C:2]([F:1])[CH:3]=1)[N:7]=[CH:8]3)=[N:17][CH:18]=[N:19]2. (9) Given the reactants C([O:3][C:4]([C:6]1[CH:13]=[C:9]2[O:10][CH2:11][CH2:12][N:8]2[N:7]=1)=O)C.[BH4-].[Li+].CO, predict the reaction product. The product is: [O:10]1[CH2:11][CH2:12][N:8]2[N:7]=[C:6]([CH2:4][OH:3])[CH:13]=[C:9]12.